Dataset: Forward reaction prediction with 1.9M reactions from USPTO patents (1976-2016). Task: Predict the product of the given reaction. (1) The product is: [C:20]1([CH2:19][CH2:18][C:9]2[C:10]3[C:15](=[CH:14][CH:13]=[C:12]([C:16]4[N:17]=[N:26][NH:27][N:28]=4)[CH:11]=3)[NH:7][N:8]=2)[CH:25]=[CH:24][CH:23]=[CH:22][CH:21]=1. Given the reactants O1CCCCC1[N:7]1[C:15]2[C:10](=[CH:11][C:12]([C:16]#[N:17])=[CH:13][CH:14]=2)[C:9]([CH2:18][CH2:19][C:20]2[CH:25]=[CH:24][CH:23]=[CH:22][CH:21]=2)=[N:8]1.[N:26]([Sn](CCCC)(CCCC)CCCC)=[N+:27]=[N-:28], predict the reaction product. (2) Given the reactants Br[C:2]1[CH:3]=[C:4]([N+:14]([O-:16])=[O:15])[C:5]([NH2:13])=[N:6][C:7]=1[C:8]1[O:9][CH:10]=[CH:11][N:12]=1.CC1(C)C(C)(C)OB([C:25]2[CH:30]=[CH:29][N:28]=[CH:27][CH:26]=2)O1.C(=O)([O-])[O-].[Cs+].[Cs+], predict the reaction product. The product is: [N+:14]([C:4]1[CH:3]=[C:2]([C:25]2[CH:30]=[CH:29][N:28]=[CH:27][CH:26]=2)[C:7]([C:8]2[O:9][CH:10]=[CH:11][N:12]=2)=[N:6][C:5]=1[NH2:13])([O-:16])=[O:15].